Dataset: Catalyst prediction with 721,799 reactions and 888 catalyst types from USPTO. Task: Predict which catalyst facilitates the given reaction. (1) Reactant: [CH:1]1[C:15](=[O:16])[N:14]=[C:13]2[N:3]([CH:4]3[O:8][CH:7]([CH2:9][OH:10])[CH:6]([OH:11])[CH:5]3[O:12]2)[CH:2]=1.[ClH:17]. Product: [Cl:17][C@@H:5]1[C@H:6]([OH:11])[C@@H:7]([CH2:9][OH:10])[O:8][C@H:4]1[N:3]1[CH:2]=[CH:1][C:15](=[O:16])[NH:14][C:13]1=[O:12]. The catalyst class is: 22. (2) Reactant: [Cl:1][C:2](=[N:16][OH:17])[CH:3]1[CH2:8][CH2:7][N:6]([C:9]([O:11][C:12]([CH3:15])([CH3:14])[CH3:13])=[O:10])[CH2:5][CH2:4]1.[CH3:18][S:19](Cl)(=[O:21])=[O:20].C(N(CC)CC)C. Product: [Cl:1][C:2](=[N:16][O:17][S:19]([CH3:18])(=[O:21])=[O:20])[CH:3]1[CH2:4][CH2:5][N:6]([C:9]([O:11][C:12]([CH3:13])([CH3:14])[CH3:15])=[O:10])[CH2:7][CH2:8]1. The catalyst class is: 27. (3) Reactant: C([O:3][C:4]([C:6]1[N:7]([CH2:17][C:18](OCC)=[O:19])[C:8]2[C:13]([CH:14]=1)=[CH:12][C:11]([O:15][CH3:16])=[CH:10][CH:9]=2)=O)C.[H-].[H-].[H-].[H-].[Li+].[Al+3].O.[OH-].[Na+]. Product: [OH:3][CH2:4][C:6]1[N:7]([CH2:17][CH2:18][OH:19])[C:8]2[C:13]([CH:14]=1)=[CH:12][C:11]([O:15][CH3:16])=[CH:10][CH:9]=2. The catalyst class is: 1. (4) Reactant: C[O:2][C:3](=[O:32])[C@H:4]([NH:12][C:13]([O:15][CH2:16][C:17]1[CH:18]=[CH:19][C:20]2[O:24][C:23]([C:25]3[CH:30]=[CH:29][CH:28]=[CH:27][CH:26]=3)=[CH:22][C:21]=2[CH:31]=1)=[O:14])[CH2:5][C:6]1[CH:11]=[CH:10][CH:9]=[CH:8][CH:7]=1.[OH-].[Li+].O. Product: [C:6]1([CH2:5][C@@H:4]([NH:12][C:13]([O:15][CH2:16][C:17]2[CH:18]=[CH:19][C:20]3[O:24][C:23]([C:25]4[CH:30]=[CH:29][CH:28]=[CH:27][CH:26]=4)=[CH:22][C:21]=3[CH:31]=2)=[O:14])[C:3]([OH:32])=[O:2])[CH:11]=[CH:10][CH:9]=[CH:8][CH:7]=1. The catalyst class is: 36. (5) Reactant: [F:1][C:2]([F:25])([F:24])[C:3]1[CH:4]=[C:5]([NH:13][C:14](=[O:23])[C:15]2[CH:20]=[C:19](I)[CH:18]=[CH:17][C:16]=2[OH:22])[CH:6]=[C:7]([C:9]([F:12])([F:11])[F:10])[CH:8]=1.OB(O)[C:28]1[CH:33]=[CH:32][CH:31]=[CH:30][CH:29]=1.C(=O)([O-])[O-].[Na+].[Na+].Cl. Product: [F:1][C:2]([F:25])([F:24])[C:3]1[CH:4]=[C:5]([NH:13][C:14]([C:15]2[CH:20]=[C:19]([C:28]3[CH:33]=[CH:32][CH:31]=[CH:30][CH:29]=3)[CH:18]=[CH:17][C:16]=2[OH:22])=[O:23])[CH:6]=[C:7]([C:9]([F:12])([F:11])[F:10])[CH:8]=1. The catalyst class is: 104. (6) Reactant: C(OC([N:8]1[CH2:11][CH2:10][C@@:9]1([C:13](=[O:30])[N:14]([CH2:22][C:23]1[CH:28]=[CH:27][CH:26]=[C:25]([Cl:29])[CH:24]=1)[CH2:15][CH2:16][CH2:17][C:18]([O:20][CH3:21])=[O:19])[CH3:12])=O)(C)(C)C.Cl. Product: [ClH:29].[CH3:21][O:20][C:18](=[O:19])[CH2:17][CH2:16][CH2:15][N:14]([CH2:22][C:23]1[CH:28]=[CH:27][CH:26]=[C:25]([Cl:29])[CH:24]=1)[C:13]([C@@:9]1([CH3:12])[CH2:10][CH2:11][NH:8]1)=[O:30]. The catalyst class is: 12. (7) Reactant: [C:1]([O:5][C:6]([N:8]1[CH2:23][C@@H:22]([CH3:24])[N:11]2[C:12]3[CH:13]=[C:14]([C:19](O)=[O:20])[CH:15]=[CH:16][C:17]=3[CH2:18][C@@H:10]2[CH2:9]1)=[O:7])([CH3:4])([CH3:3])[CH3:2].[H-].[Al+3].[Li+].[H-].[H-].[H-].O.[OH-].[Na+]. Product: [C:1]([O:5][C:6]([N:8]1[CH2:23][C@@H:22]([CH3:24])[N:11]2[C:12]3[CH:13]=[C:14]([CH2:19][OH:20])[CH:15]=[CH:16][C:17]=3[CH2:18][C@@H:10]2[CH2:9]1)=[O:7])([CH3:4])([CH3:2])[CH3:3]. The catalyst class is: 305. (8) Product: [CH2:1]([O:8][C:9]([N:11]1[CH2:16][C@H:15]([O:17][CH2:18][C:19]2[CH:20]=[CH:21][C:22]3[O:27][CH2:26][CH2:25][N:24]([CH2:28][CH2:29][CH2:30][O:31][CH3:32])[C:23]=3[CH:33]=2)[C@@H:14]([C:34]2[CH:39]=[CH:38][C:37]([O:40][CH3:41])=[CH:36][CH:35]=2)[CH2:13][C@H:12]1[CH2:42][CH2:43][CH2:44][O:45][C:46]1[CH:51]=[CH:50][CH:49]=[CH:48][CH:47]=1)=[O:10])[C:2]1[CH:7]=[CH:6][CH:5]=[CH:4][CH:3]=1. Reactant: [CH2:1]([O:8][C:9]([N:11]1[CH2:16][C@H:15]([O:17][CH2:18][C:19]2[CH:20]=[CH:21][C:22]3[O:27][CH2:26][CH2:25][N:24]([CH2:28][CH2:29][CH2:30][O:31][CH3:32])[C:23]=3[CH:33]=2)[C@@H:14]([C:34]2[CH:39]=[CH:38][C:37]([O:40][CH3:41])=[CH:36][CH:35]=2)[CH2:13][C@H:12]1[CH2:42][CH2:43][CH2:44][OH:45])=[O:10])[C:2]1[CH:7]=[CH:6][CH:5]=[CH:4][CH:3]=1.[C:46]1(P([C:46]2[CH:51]=[CH:50][CH:49]=[CH:48][CH:47]=2)[C:46]2[CH:51]=[CH:50][CH:49]=[CH:48][CH:47]=2)[CH:51]=[CH:50][CH:49]=[CH:48][CH:47]=1.CC(OC(/N=N/C(OC(C)C)=O)=O)C. The catalyst class is: 7. (9) Reactant: [CH:1]([CH:4]1[CH2:8][CH2:7][C:6](=O)[CH:5]1[C:10]([O:12][CH3:13])=[O:11])([CH3:3])[CH3:2].C([O-])(=O)C.[NH4+:18]. Product: [NH2:18][C:6]1[CH2:7][CH2:8][CH:4]([CH:1]([CH3:3])[CH3:2])[C:5]=1[C:10]([O:12][CH3:13])=[O:11]. The catalyst class is: 5. (10) Reactant: [Br:1][C:2]1[CH:7]=[CH:6][C:5]([NH:8][C:9]2[CH:14]=[CH:13][CH:12]=[CH:11][C:10]=2[NH:15][C:16](=O)[C:17]2[CH:22]=[CH:21][CH:20]=[CH:19][CH:18]=2)=[CH:4][CH:3]=1.C1(C)C(C)=CC=CC=1.O.C1(C)C=CC(S(O)(=O)=O)=CC=1.C(OCC)(=O)C. Product: [Br:1][C:2]1[CH:7]=[CH:6][C:5]([N:8]2[C:9]3[CH:14]=[CH:13][CH:12]=[CH:11][C:10]=3[N:15]=[C:16]2[C:17]2[CH:22]=[CH:21][CH:20]=[CH:19][CH:18]=2)=[CH:4][CH:3]=1. The catalyst class is: 229.